From a dataset of Forward reaction prediction with 1.9M reactions from USPTO patents (1976-2016). Predict the product of the given reaction. (1) Given the reactants [C:12]([O:11][C:9](O[C:9]([O:11][C:12]([CH3:15])([CH3:14])[CH3:13])=[O:10])=[O:10])([CH3:15])([CH3:14])[CH3:13].[CH2:16]([N:23]1[CH:29]2[CH2:30][CH2:31][CH2:32][CH:24]1[CH2:25][NH:26][CH2:27][CH2:28]2)[C:17]1[CH:22]=[CH:21][CH:20]=[CH:19][CH:18]=1, predict the reaction product. The product is: [CH2:16]([N:23]1[CH:29]2[CH2:30][CH2:31][CH2:32][CH:24]1[CH2:25][N:26]([C:9]([O:11][C:12]([CH3:13])([CH3:14])[CH3:15])=[O:10])[CH2:27][CH2:28]2)[C:17]1[CH:18]=[CH:19][CH:20]=[CH:21][CH:22]=1. (2) The product is: [C:46]([C:42]1[CH:41]=[C:40]([NH:39][C:37](=[O:38])[N:36]([CH2:35][CH2:34][C:33]2[CH:49]=[CH:50][C:30]([B:25]([OH:27])[OH:26])=[CH:31][C:32]=2[CH2:51][CH3:52])[CH3:48])[CH:45]=[CH:44][CH:43]=1)#[N:47]. Given the reactants C(C1C=C(NC(=O)CCCC2C=CC([B:25]([OH:27])[OH:26])=CC=2)C=CC=1S(CC)(=O)=O)#N.Br[C:30]1[CH:50]=[CH:49][C:33]([CH2:34][CH2:35][N:36]([CH3:48])[C:37]([NH:39][C:40]2[CH:45]=[CH:44][CH:43]=[C:42]([C:46]#[N:47])[CH:41]=2)=[O:38])=[C:32]([CH2:51][CH3:52])[CH:31]=1, predict the reaction product. (3) Given the reactants [C:1](#[N:3])[CH3:2].C([Li])CCC.[Si:9]([O:16][CH2:17][C:18]1[CH:26]=[CH:25][C:21]([C:22](Cl)=[O:23])=[CH:20][CH:19]=1)([C:12]([CH3:15])([CH3:14])[CH3:13])([CH3:11])[CH3:10], predict the reaction product. The product is: [Si:9]([O:16][CH2:17][C:18]1[CH:19]=[CH:20][C:21]([C:22](=[O:23])[CH2:2][C:1]#[N:3])=[CH:25][CH:26]=1)([C:12]([CH3:15])([CH3:14])[CH3:13])([CH3:11])[CH3:10]. (4) Given the reactants Cl[CH2:2][CH2:3][CH2:4][CH2:5][N:6]1[CH:11]=[C:10]([CH3:12])[C:9](=[O:13])[NH:8][C:7]1=[O:14].[Cl:15][C:16]1[CH:28]=[C:27]([Cl:29])[CH:26]=[CH:25][C:17]=1[CH2:18][N:19]1[CH2:24][CH2:23][NH:22][CH2:21][CH2:20]1.[Br-].[Na+].C(N(C(C)C)CC)(C)C, predict the reaction product. The product is: [Cl:15][C:16]1[CH:28]=[C:27]([Cl:29])[CH:26]=[CH:25][C:17]=1[CH2:18][N:19]1[CH2:20][CH2:21][N:22]([CH2:2][CH2:3][CH2:4][CH2:5][N:6]2[CH:11]=[C:10]([CH3:12])[C:9](=[O:13])[NH:8][C:7]2=[O:14])[CH2:23][CH2:24]1. (5) Given the reactants [F:1][C:2]1[CH:3]=[CH:4][CH:5]=[C:6]2[C:10]=1[NH:9][CH:8]=[C:7]2[CH:11]=O.[CH3:13][N:14]1C2C(=CC=CC=2)C(C)=C1C=O, predict the reaction product. The product is: [F:1][C:2]1[CH:3]=[CH:4][CH:5]=[C:6]2[C:10]=1[NH:9][CH:8]=[C:7]2[CH2:11][NH:14][CH3:13]. (6) Given the reactants [OH:1][C:2]1[CH:10]=[C:9]([CH3:11])[CH:8]=[CH:7][C:3]=1[C:4](O)=[O:5].[C:12](=O)([O-])[O-].[K+].[K+].CI.CN([CH:23]=[O:24])C, predict the reaction product. The product is: [CH3:12][O:1][C:2]1[CH:10]=[C:9]([CH3:11])[CH:8]=[CH:7][C:3]=1[C:4]([O:24][CH3:23])=[O:5].